From a dataset of TCR-epitope binding with 47,182 pairs between 192 epitopes and 23,139 TCRs. Binary Classification. Given a T-cell receptor sequence (or CDR3 region) and an epitope sequence, predict whether binding occurs between them. The epitope is TSDLATNNLVVMAY. The TCR CDR3 sequence is CASSLGLIYEQYF. Result: 0 (the TCR does not bind to the epitope).